From a dataset of Peptide-MHC class I binding affinity with 185,985 pairs from IEDB/IMGT. Regression. Given a peptide amino acid sequence and an MHC pseudo amino acid sequence, predict their binding affinity value. This is MHC class I binding data. The peptide sequence is RAIRGEQL. The MHC is Mamu-B08 with pseudo-sequence Mamu-B08. The binding affinity (normalized) is 0.272.